From a dataset of Forward reaction prediction with 1.9M reactions from USPTO patents (1976-2016). Predict the product of the given reaction. (1) Given the reactants Br[C:2]1[C:11]2[CH:12]([CH2:14][N:15]3[CH2:20][CH2:19][CH:18]([NH:21][C:22](=[O:28])[O:23][C:24]([CH3:27])([CH3:26])[CH3:25])[CH2:17][CH2:16]3)[CH2:13][N:9]3[C:10]=2[C:5]([CH:6]=[CH:7][C:8]3=[O:29])=[CH:4][CH:3]=1.[Cu][C:31]#[N:32], predict the reaction product. The product is: [C:31]([C:2]1[C:11]2[CH:12]([CH2:14][N:15]3[CH2:20][CH2:19][CH:18]([NH:21][C:22](=[O:28])[O:23][C:24]([CH3:25])([CH3:27])[CH3:26])[CH2:17][CH2:16]3)[CH2:13][N:9]3[C:10]=2[C:5]([CH:6]=[CH:7][C:8]3=[O:29])=[CH:4][CH:3]=1)#[N:32]. (2) Given the reactants [F:1][CH:2]([F:15])[O:3][C:4]1[CH:5]=[CH:6][C:7]([N+:12]([O-:14])=[O:13])=[C:8]([CH:11]=1)[CH:9]=O.[C:16](Br)(Br)([Br:18])[Br:17].C1(P(C2C=CC=CC=2)C2C=CC=CC=2)C=CC=CC=1, predict the reaction product. The product is: [Br:17][C:16]([Br:18])=[CH:9][C:8]1[CH:11]=[C:4]([O:3][CH:2]([F:15])[F:1])[CH:5]=[CH:6][C:7]=1[N+:12]([O-:14])=[O:13]. (3) Given the reactants Cl.[F:2][C:3]1([F:8])[CH2:7][CH2:6][NH:5][CH2:4]1.[OH-].[Na+].CS(O[CH2:16][CH2:17][CH2:18][N:19]1[CH2:23][CH2:22][N:21]([CH2:24][CH2:25][CH2:26][N:27]2[CH2:31][CH2:30][CH2:29][CH:28]2[CH3:32])[C:20]1=[C:33]([C:36]#[N:37])[C:34]#[N:35])(=O)=O.C(=O)([O-])[O-].[K+].[K+], predict the reaction product. The product is: [F:2][C:3]1([F:8])[CH2:7][CH2:6][N:5]([CH2:16][CH2:17][CH2:18][N:19]2[CH2:23][CH2:22][N:21]([CH2:24][CH2:25][CH2:26][N:27]3[CH2:31][CH2:30][CH2:29][CH:28]3[CH3:32])[C:20]2=[C:33]([C:36]#[N:37])[C:34]#[N:35])[CH2:4]1. (4) Given the reactants [F:1][C:2]([F:12])([F:11])[S:3][C:4]1[CH:10]=[CH:9][C:7]([NH2:8])=[CH:6][CH:5]=1.[CH:13](OCC)(OCC)OCC.[N+:23]([CH2:26]C(OCC)=O)([O-])=O.[C:32]([OH:35])(=[O:34])[CH3:33], predict the reaction product. The product is: [F:12][C:2]([S:3][C:4]1[CH:10]=[CH:9][C:7]([N:8]2[CH:13]=[C:33]([C:32]([OH:35])=[O:34])[N:23]=[CH:26]2)=[CH:6][CH:5]=1)([F:11])[F:1]. (5) Given the reactants [NH2:1][C:2]1[CH:19]=[CH:18][CH:17]=[CH:16][C:3]=1[C:4]([NH:6][C:7]1[CH:12]=[CH:11][C:10]([CH:13]([CH3:15])[CH3:14])=[CH:9][CH:8]=1)=[O:5].[OH:20][CH2:21][CH2:22][O:23][C:24]1[C:31]([CH3:32])=[CH:30][C:27]([CH:28]=O)=[CH:26][C:25]=1[CH3:33], predict the reaction product. The product is: [OH:20][CH2:21][CH2:22][O:23][C:24]1[C:31]([CH3:32])=[CH:30][C:27]([C:28]2[N:6]([C:7]3[CH:12]=[CH:11][C:10]([CH:13]([CH3:15])[CH3:14])=[CH:9][CH:8]=3)[C:4](=[O:5])[C:3]3[C:2](=[CH:19][CH:18]=[CH:17][CH:16]=3)[N:1]=2)=[CH:26][C:25]=1[CH3:33].